This data is from Forward reaction prediction with 1.9M reactions from USPTO patents (1976-2016). The task is: Predict the product of the given reaction. (1) Given the reactants [C:1]1([Mg]Br)[CH:6]=[CH:5][CH:4]=[CH:3][CH:2]=1.[CH:9]1([C:12]2[N:16](C(OC(C)(C)C)=O)[C:15]3[CH:24]=[C:25]([C:36]4[C:37]([CH3:42])=[N:38][O:39][C:40]=4[CH3:41])[CH:26]=[C:27]([C:28]([C:30]4[N:35]=[CH:34][CH:33]=[CH:32][N:31]=4)=[O:29])[C:14]=3[N:13]=2)[CH2:11][CH2:10]1, predict the reaction product. The product is: [CH:9]1([C:12]2[NH:16][C:15]3[CH:24]=[C:25]([C:36]4[C:37]([CH3:42])=[N:38][O:39][C:40]=4[CH3:41])[CH:26]=[C:27]([C:28]([C:1]4[CH:6]=[CH:5][CH:4]=[CH:3][CH:2]=4)([C:30]4[N:35]=[CH:34][CH:33]=[CH:32][N:31]=4)[OH:29])[C:14]=3[N:13]=2)[CH2:11][CH2:10]1. (2) Given the reactants C1COCC1.[Br-].[CH2:7]([Zn+])[C:8]1[CH:13]=[CH:12][CH:11]=[CH:10][CH:9]=1.Br[C:16]1[S:31][C:19]2[N:20]=[C:21]([C:25]3[O:26][C:27]([CH3:30])=[CH:28][CH:29]=3)[N:22]=[C:23]([NH2:24])[C:18]=2[CH:17]=1, predict the reaction product. The product is: [CH2:7]([C:16]1[S:31][C:19]2[N:20]=[C:21]([C:25]3[O:26][C:27]([CH3:30])=[CH:28][CH:29]=3)[N:22]=[C:23]([NH2:24])[C:18]=2[CH:17]=1)[C:8]1[CH:13]=[CH:12][CH:11]=[CH:10][CH:9]=1. (3) Given the reactants [CH3:1][O:2][C:3]1[CH:19]=[CH:18][C:6]([CH2:7][S:8][CH2:9][CH2:10][O:11][CH2:12][CH2:13][O:14][CH2:15][CH2:16]O)=[CH:5][CH:4]=1.N1C=CC=CC=1.S(Cl)([Cl:28])=O.Cl, predict the reaction product. The product is: [CH3:1][O:2][C:3]1[CH:19]=[CH:18][C:6]([CH2:7][S:8][CH2:9][CH2:10][O:11][CH2:12][CH2:13][O:14][CH2:15][CH2:16][Cl:28])=[CH:5][CH:4]=1.